From a dataset of Catalyst prediction with 721,799 reactions and 888 catalyst types from USPTO. Predict which catalyst facilitates the given reaction. (1) Reactant: [OH-].[K+].C([O:5][C:6](=[O:41])[C:7]1[CH:12]=[CH:11][C:10]([NH:13][C:14]([C:16]2[CH:24]=[C:23]3[C:19]([CH2:20][CH2:21][N:22]3[S:25]([C:28]3[CH:33]=[CH:32][CH:31]=[C:30]([C:34]([F:37])([F:36])[F:35])[CH:29]=3)(=[O:27])=[O:26])=[C:18]([O:38][CH3:39])[CH:17]=2)=[O:15])=[CH:9][C:8]=1[F:40])C.O1CCCC1. Product: [F:40][C:8]1[CH:9]=[C:10]([NH:13][C:14]([C:16]2[CH:24]=[C:23]3[C:19]([CH2:20][CH2:21][N:22]3[S:25]([C:28]3[CH:33]=[CH:32][CH:31]=[C:30]([C:34]([F:35])([F:37])[F:36])[CH:29]=3)(=[O:26])=[O:27])=[C:18]([O:38][CH3:39])[CH:17]=2)=[O:15])[CH:11]=[CH:12][C:7]=1[C:6]([OH:41])=[O:5]. The catalyst class is: 5. (2) Reactant: Cl.[F:2][C:3]([F:23])([F:22])[C:4]1[CH:21]=[CH:20][C:7]([CH2:8][NH:9][CH2:10][C:11]2[CH:12]=[C:13]([CH:17]=[CH:18][CH:19]=2)[C:14]([OH:16])=[O:15])=[CH:6][CH:5]=1.[OH-].[Na+].[C:26](O[C:26]([O:28][C:29]([CH3:32])([CH3:31])[CH3:30])=[O:27])([O:28][C:29]([CH3:32])([CH3:31])[CH3:30])=[O:27]. Product: [C:29]([O:28][C:26]([N:9]([CH2:10][C:11]1[CH:12]=[C:13]([CH:17]=[CH:18][CH:19]=1)[C:14]([OH:16])=[O:15])[CH2:8][C:7]1[CH:20]=[CH:21][C:4]([C:3]([F:22])([F:23])[F:2])=[CH:5][CH:6]=1)=[O:27])([CH3:32])([CH3:31])[CH3:30]. The catalyst class is: 12. (3) The catalyst class is: 20. Reactant: [Cl:1][C:2]1[CH:3]=[C:4]([C:8]2[N:13]=[C:12]([CH2:14][N:15]3[CH:19]=[N:18][C:17]([C:20](OC)=[O:21])=[N:16]3)[CH:11]=[N:10][C:9]=2[O:24][CH3:25])[CH:5]=[CH:6][CH:7]=1.[Li+].[BH4-]. Product: [Cl:1][C:2]1[CH:3]=[C:4]([C:8]2[N:13]=[C:12]([CH2:14][N:15]3[CH:19]=[N:18][C:17]([CH2:20][OH:21])=[N:16]3)[CH:11]=[N:10][C:9]=2[O:24][CH3:25])[CH:5]=[CH:6][CH:7]=1. (4) Reactant: [CH3:1][C:2]1[S:15][C:14]2[C:4](=[C:5]([N:16]3[CH2:21][CH2:20][NH:19][CH2:18][CH2:17]3)[NH:6][C:7]3[C:12]([N:13]=2)=[CH:11][CH:10]=[CH:9][CH:8]=3)[CH:3]=1.[OH-].[Na+].[CH3:24]I.O. Product: [CH3:1][C:2]1[S:15][C:14]2[NH:13][C:12]3[CH:11]=[CH:10][CH:9]=[CH:8][C:7]=3[N:6]=[C:5]([N:16]3[CH2:21][CH2:20][N:19]([CH3:24])[CH2:18][CH2:17]3)[C:4]=2[CH:3]=1. The catalyst class is: 7.